This data is from Reaction yield outcomes from USPTO patents with 853,638 reactions. The task is: Predict the reaction yield, written as a fraction of the theoretical maximum amount of product (1.0 means a 100% yield; for example, 0.34 means a 34% yield). (1) The reactants are [CH2:1]([N:8]([CH2:24][C:25]1[CH:30]=[CH:29][CH:28]=[CH:27][CH:26]=1)[C@@H:9]([CH2:17][C:18]1[CH:23]=[CH:22][CH:21]=[CH:20][CH:19]=1)[C@H:10]([C@H:12]1[CH2:16][CH2:15][CH2:14][NH:13]1)[OH:11])[C:2]1[CH:7]=[CH:6][CH:5]=[CH:4][CH:3]=1.C(N(CC)CC)C.[CH3:38][C:39]([O:42][C:43](O[C:43]([O:42][C:39]([CH3:41])([CH3:40])[CH3:38])=[O:44])=[O:44])([CH3:41])[CH3:40]. The catalyst is C(Cl)Cl.CN(C1C=CN=CC=1)C. The product is [CH2:24]([N:8]([CH2:1][C:2]1[CH:3]=[CH:4][CH:5]=[CH:6][CH:7]=1)[C@@H:9]([CH2:17][C:18]1[CH:19]=[CH:20][CH:21]=[CH:22][CH:23]=1)[C@H:10]([C@H:12]1[CH2:16][CH2:15][CH2:14][N:13]1[C:43]([O:42][C:39]([CH3:41])([CH3:40])[CH3:38])=[O:44])[OH:11])[C:25]1[CH:26]=[CH:27][CH:28]=[CH:29][CH:30]=1. The yield is 0.850. (2) The reactants are [F:1][C:2]1[CH:7]=[CH:6][C:5]([C@H:8]([CH2:12][CH:13]=[CH2:14])[CH2:9][NH:10][CH3:11])=[CH:4][CH:3]=1.[Br:15][C:16]1[CH:17]=[C:18]([CH:22]=[C:23]([C:25]([F:28])([F:27])[F:26])[CH:24]=1)[C:19]([OH:21])=O.CN(C(ON1N=NC2C=CC=CC1=2)=[N+](C)C)C.[B-](F)(F)(F)F.CCN(C(C)C)C(C)C. The catalyst is CN(C=O)C. The product is [Br:15][C:16]1[CH:17]=[C:18]([CH:22]=[C:23]([C:25]([F:28])([F:27])[F:26])[CH:24]=1)[C:19]([N:10]([CH2:9][C@H:8]([C:5]1[CH:4]=[CH:3][C:2]([F:1])=[CH:7][CH:6]=1)[CH2:12][CH:13]=[CH2:14])[CH3:11])=[O:21]. The yield is 0.680. (3) The reactants are [Cl:1][C:2]1[CH:18]=[CH:17][C:5]2[CH2:6][CH2:7][N:8](C(=O)C(F)(F)F)[CH2:9][CH2:10][C:4]=2[C:3]=1[NH:19][CH2:20][C:21]1[CH:26]=[CH:25][C:24]([C:27]2[N:28]=[C:29]([NH:32][C:33]([CH:35]3[CH2:37][CH2:36]3)=[O:34])[S:30][CH:31]=2)=[CH:23][CH:22]=1.N. The catalyst is CO. The product is [Cl:1][C:2]1[CH:18]=[CH:17][C:5]2[CH2:6][CH2:7][NH:8][CH2:9][CH2:10][C:4]=2[C:3]=1[NH:19][CH2:20][C:21]1[CH:22]=[CH:23][C:24]([C:27]2[N:28]=[C:29]([NH:32][C:33]([CH:35]3[CH2:37][CH2:36]3)=[O:34])[S:30][CH:31]=2)=[CH:25][CH:26]=1. The yield is 0.550. (4) The reactants are [CH3:1][C:2]1([CH3:10])[CH2:8][C:7](=[O:9])[O:6][C:4](=[O:5])[CH2:3]1.C(N(C(C)C)CC)(C)C.[NH2:20][CH2:21][CH2:22][C:23]1[CH:28]=[CH:27][C:26]([O:29][C:30](=[O:39])[N:31]([CH3:38])[C:32]2[CH:37]=[CH:36][CH:35]=[CH:34][CH:33]=2)=[CH:25][CH:24]=1.C(O)(C(F)(F)F)=O. The catalyst is C(Cl)Cl. The product is [CH3:10][C:2]([CH3:1])([CH2:3][C:4](=[O:5])[NH:20][CH2:21][CH2:22][C:23]1[CH:24]=[CH:25][C:26]([O:29][C:30](=[O:39])[N:31]([CH3:38])[C:32]2[CH:33]=[CH:34][CH:35]=[CH:36][CH:37]=2)=[CH:27][CH:28]=1)[CH2:8][C:7]([OH:6])=[O:9]. The yield is 0.950. (5) The reactants are [F:1][C:2]1[CH:30]=[CH:29][CH:28]=[C:27]([F:31])[C:3]=1[CH2:4][N:5]1[CH:10]=[C:9]([C:11](=[O:15])[CH:12]([CH3:14])[CH3:13])[C:8](=[O:16])[C:7]2[C:17]([CH3:26])=[C:18]([C:20]3[CH:25]=[CH:24][CH:23]=[CH:22][CH:21]=3)[S:19][C:6]1=2.[Br:32]N1C(=O)CCC1=O.CC(CC(C)C)C#N.C(OC)(=O)C. The catalyst is O. The product is [Br:32][CH2:26][C:17]1[C:7]2[C:8](=[O:16])[C:9]([C:11](=[O:15])[CH:12]([CH3:14])[CH3:13])=[CH:10][N:5]([CH2:4][C:3]3[C:2]([F:1])=[CH:30][CH:29]=[CH:28][C:27]=3[F:31])[C:6]=2[S:19][C:18]=1[C:20]1[CH:21]=[CH:22][CH:23]=[CH:24][CH:25]=1. The yield is 0.871. (6) The reactants are CO[C:3]1[CH:8]=[C:7]([O:9]C)[CH:6]=[CH:5][C:4]=1[C:11]1[CH:20]=[CH:19][C:18]([N+:21]([O-:23])=[O:22])=[CH:17][C:12]=1[C:13]([O:15]C)=[O:14].B(Br)(Br)Br.CO. The catalyst is C(Cl)Cl. The product is [OH:9][C:7]1[CH:8]=[C:3]2[C:4]([C:11]3[CH:20]=[CH:19][C:18]([N+:21]([O-:23])=[O:22])=[CH:17][C:12]=3[C:13](=[O:14])[O:15]2)=[CH:5][CH:6]=1. The yield is 0.510.